This data is from Reaction yield outcomes from USPTO patents with 853,638 reactions. The task is: Predict the reaction yield, written as a fraction of the theoretical maximum amount of product (1.0 means a 100% yield; for example, 0.34 means a 34% yield). (1) The reactants are [Cl:1][C:2]1[CH:7]=[CH:6][N:5]=[C:4]([OH:8])[CH:3]=1.Br[C:10]1[S:11][C:12]([C:16]([O:18][CH2:19][CH3:20])=[O:17])=[C:13]([CH3:15])[N:14]=1.C(=O)([O-])[O-].[K+].[K+].CN[C@@H]1CCCC[C@H]1NC. The catalyst is CN(C=O)C.C(OCC)(=O)C.[Cu]I. The product is [Cl:1][C:2]1[CH:7]=[CH:6][N:5]([C:10]2[S:11][C:12]([C:16]([O:18][CH2:19][CH3:20])=[O:17])=[C:13]([CH3:15])[N:14]=2)[C:4](=[O:8])[CH:3]=1. The yield is 0.00300. (2) The reactants are [Br:1][C:2]1[CH:14]=[N:13][C:12]2[C:11]3[CH:10]=[CH:9][C:8]([S:15]([CH3:18])(=[O:17])=[O:16])=[CH:7][C:6]=3[N:5]([CH:19]([CH:26]3[CH2:31][CH2:30][C:29]([F:33])([F:32])[CH2:28][CH2:27]3)[C:20]3[CH:25]=[CH:24][CH:23]=[CH:22][CH:21]=3)[C:4]=2[CH:3]=1.BrC1C=NC2C3C([F:48])=CC(S(C)(=O)=O)=CC=3NC=2C=1. No catalyst specified. The product is [Br:1][C:2]1[CH:14]=[N:13][C:12]2[C:11]3[C:10]([F:48])=[CH:9][C:8]([S:15]([CH3:18])(=[O:17])=[O:16])=[CH:7][C:6]=3[N:5]([CH:19]([CH:26]3[CH2:31][CH2:30][C:29]([F:33])([F:32])[CH2:28][CH2:27]3)[C:20]3[CH:25]=[CH:24][CH:23]=[CH:22][CH:21]=3)[C:4]=2[CH:3]=1. The yield is 0.880. (3) The reactants are [C:1]([Cl:9])(=[O:8])[C:2]1[CH:7]=[CH:6][CH:5]=[CH:4][CH:3]=1.C(#N)C.[CH2:13]([N:15]1[C:21](=[O:22])[C:20]([CH3:24])([CH3:23])[C:19](=[O:25])[N:18]([CH3:26])[C:17]2[CH:27]=[C:28]([O:31][CH2:32][CH2:33][CH2:34][NH:35][CH2:36][CH2:37][C:38]3[CH:39]=[N:40][CH:41]=[CH:42][CH:43]=3)[CH:29]=[CH:30][C:16]1=2)[CH3:14].C(N(CC)CC)C. The catalyst is C(OCC)(=O)C.O. The product is [ClH:9].[CH2:13]([N:15]1[C:21](=[O:22])[C:20]([CH3:24])([CH3:23])[C:19](=[O:25])[N:18]([CH3:26])[C:17]2[CH:27]=[C:28]([O:31][CH2:32][CH2:33][CH2:34][N:35]([CH2:36][CH2:37][C:38]3[CH:39]=[N:40][CH:41]=[CH:42][CH:43]=3)[C:1](=[O:8])[C:2]3[CH:7]=[CH:6][CH:5]=[CH:4][CH:3]=3)[CH:29]=[CH:30][C:16]1=2)[CH3:14]. The yield is 0.540. (4) The reactants are [CH:1]1([NH:7][S:8](=[O:11])(=O)[OH:9])[CH2:6][CH2:5][CH2:4][CH2:3][CH2:2]1.P(Cl)(Cl)(Cl)(Cl)[Cl:13]. The catalyst is C1C=CC=CC=1. The product is [CH:1]1([NH:7][S:8]([Cl:13])(=[O:11])=[O:9])[CH2:6][CH2:5][CH2:4][CH2:3][CH2:2]1. The yield is 0.910. (5) The reactants are [CH3:1][O:2][C:3](=[O:12])[C:4]1[CH:9]=[C:8]([Cl:10])[CH:7]=[CH:6][C:5]=1[NH2:11].[N+:13]([C:16]1[CH:17]=[C:18]([CH:21]=[CH:22][CH:23]=1)[CH:19]=O)([O-:15])=[O:14]. The catalyst is C(O)C. The product is [CH3:1][O:2][C:3](=[O:12])[C:4]1[CH:9]=[C:8]([Cl:10])[CH:7]=[CH:6][C:5]=1[N:11]=[CH:19][C:18]1[CH:21]=[CH:22][CH:23]=[C:16]([N+:13]([O-:15])=[O:14])[CH:17]=1. The yield is 0.750. (6) The reactants are [CH2:1]([O:4][C:5]([NH:7][C@:8]([CH3:29])([CH2:11][CH2:12][C:13]1[O:14][C:15]([C:18]#[C:19][CH2:20][CH2:21][O:22][CH:23]2[CH2:28][CH2:27][CH2:26][CH2:25][CH2:24]2)=[CH:16][CH:17]=1)[CH2:9][OH:10])=[O:6])[CH:2]=[CH2:3].N1C=NN=N1.C(N(C(C)C)[P:39]([O:44][CH2:45][CH:46]=[CH2:47])[O:40][CH2:41][CH:42]=[CH2:43])(C)C.ClC1C=CC=C(C(OO)=[O:59])C=1.S([O-])([O-])(=O)=S.[Na+].[Na+]. The catalyst is ClCCl. The product is [P:39]([O:40][CH2:41][CH:42]=[CH2:43])([O:44][CH2:45][CH:46]=[CH2:47])([O:10][CH2:9][C@@:8]([NH:7][C:5]([O:4][CH2:1][CH:2]=[CH2:3])=[O:6])([CH3:29])[CH2:11][CH2:12][C:13]1[O:14][C:15]([C:18]#[C:19][CH2:20][CH2:21][O:22][CH:23]2[CH2:28][CH2:27][CH2:26][CH2:25][CH2:24]2)=[CH:16][CH:17]=1)=[O:59]. The yield is 0.810. (7) The reactants are [NH2:1][C:2]1[CH:3]=[CH:4][C:5]([Cl:11])=[C:6]([CH:10]=1)[C:7]([OH:9])=[O:8].[F:12][C:13]1[C:20]([F:21])=[C:19]([C:22]([F:25])([F:24])[F:23])[C:18]([F:26])=[C:17]([F:27])[C:14]=1[CH2:15]Br. The catalyst is CN(C=O)C. The product is [Cl:11][C:5]1[CH:4]=[CH:3][C:2]([NH:1][CH2:15][C:14]2[C:17]([F:27])=[C:18]([F:26])[C:19]([C:22]([F:23])([F:25])[F:24])=[C:20]([F:21])[C:13]=2[F:12])=[CH:10][C:6]=1[C:7]([OH:9])=[O:8]. The yield is 0.855. (8) No catalyst specified. The yield is 0.580. The reactants are [F:1][C:2]1[CH:16]=[CH:15][C:5]([O:6][C:7]2[CH:13]=[CH:12][C:10]([NH2:11])=[C:9]([CH3:14])[CH:8]=2)=[CH:4][CH:3]=1.[CH2:17]([O:24][CH2:25][C@H:26]([NH:30]C(OC(C)(C)C)=O)[C:27](O)=[O:28])[C:18]1[CH:23]=[CH:22][CH:21]=[CH:20][CH:19]=1. The product is [NH2:30][C@@H:26]([CH2:25][O:24][CH2:17][C:18]1[CH:23]=[CH:22][CH:21]=[CH:20][CH:19]=1)[C:27]([NH:11][C:10]1[CH:12]=[CH:13][C:7]([O:6][C:5]2[CH:15]=[CH:16][C:2]([F:1])=[CH:3][CH:4]=2)=[CH:8][C:9]=1[CH3:14])=[O:28].